Dataset: Catalyst prediction with 721,799 reactions and 888 catalyst types from USPTO. Task: Predict which catalyst facilitates the given reaction. Reactant: CCN(CC)CC.[C:19]([O:18][C:16](O[C:16]([O:18][C:19]([CH3:22])([CH3:21])[CH3:20])=[O:17])=[O:17])([CH3:22])([CH3:21])[CH3:20].Cl.[NH2:24][CH2:25][C:26]1[CH:31]=[CH:30][C:29]([C:32]2[N:36]([C:37]3[CH:42]=[CH:41][C:40]([O:43][CH3:44])=[CH:39][CH:38]=3)[N:35]=[C:34]([C:45]([O:47][CH2:48][CH3:49])=[O:46])[CH:33]=2)=[CH:28][CH:27]=1. Product: [C:19]([O:18][C:16]([NH:24][CH2:25][C:26]1[CH:27]=[CH:28][C:29]([C:32]2[N:36]([C:37]3[CH:42]=[CH:41][C:40]([O:43][CH3:44])=[CH:39][CH:38]=3)[N:35]=[C:34]([C:45]([O:47][CH2:48][CH3:49])=[O:46])[CH:33]=2)=[CH:30][CH:31]=1)=[O:17])([CH3:20])([CH3:21])[CH3:22]. The catalyst class is: 2.